From a dataset of Forward reaction prediction with 1.9M reactions from USPTO patents (1976-2016). Predict the product of the given reaction. (1) The product is: [CH3:24][O:25][C:26](=[O:32])[C@@H:27]([NH:31][C:16]([O:18][C:19]([CH3:20])([CH3:21])[CH3:22])=[O:17])[CH2:28][CH2:29][Br:30]. Given the reactants CCN(CC)CC.[CH3:20][C:19]([O:18][C:16](O[C:16]([O:18][C:19]([CH3:22])([CH3:21])[CH3:20])=[O:17])=[O:17])([CH3:22])[CH3:21].Br.[CH3:24][O:25][C:26](=[O:32])[CH:27]([NH2:31])[CH2:28][CH2:29][Br:30], predict the reaction product. (2) Given the reactants [F:1][C:2]1[CH:7]=[CH:6][C:5]([C:8]2[O:9][C:10]([CH3:17])=[C:11]([CH2:13][C:14]([OH:16])=O)[N:12]=2)=[CH:4][CH:3]=1.O.ON1C2C=CC=CC=2N=N1.Cl.CN(C)CCCN=C=NCC.[Cl:41][C:42]1[CH:43]=[C:44]([CH:54]=[CH:55][C:56]=1[Cl:57])[CH2:45][N:46]1[CH2:51][CH2:50][O:49][CH:48]([CH2:52][NH2:53])[CH2:47]1, predict the reaction product. The product is: [NH3:12].[CH3:8][OH:9].[Cl:41][C:42]1[CH:43]=[C:44]([CH:54]=[CH:55][C:56]=1[Cl:57])[CH2:45][N:46]1[CH2:51][CH2:50][O:49][CH:48]([CH2:52][NH:53][C:14](=[O:16])[CH2:13][C:11]2[N:12]=[C:8]([C:5]3[CH:4]=[CH:3][C:2]([F:1])=[CH:7][CH:6]=3)[O:9][C:10]=2[CH3:17])[CH2:47]1. (3) Given the reactants [CH2:1]([OH:7])[CH:2]1[O:6][CH2:5][CH2:4][CH2:3]1.[N+](=[CH:10][C:11]([O:13][CH2:14][CH3:15])=[O:12])=[N-], predict the reaction product. The product is: [CH2:14]([O:13][C:11](=[O:12])[CH2:10][O:7][CH2:1][CH:2]1[CH2:3][CH2:4][CH2:5][O:6]1)[CH3:15].